Dataset: NCI-60 drug combinations with 297,098 pairs across 59 cell lines. Task: Regression. Given two drug SMILES strings and cell line genomic features, predict the synergy score measuring deviation from expected non-interaction effect. Drug 1: CC1=CC=C(C=C1)C2=CC(=NN2C3=CC=C(C=C3)S(=O)(=O)N)C(F)(F)F. Drug 2: CC1=C(C=C(C=C1)NC(=O)C2=CC=C(C=C2)CN3CCN(CC3)C)NC4=NC=CC(=N4)C5=CN=CC=C5. Cell line: SK-MEL-28. Synergy scores: CSS=0.987, Synergy_ZIP=4.48, Synergy_Bliss=-5.43, Synergy_Loewe=-6.74, Synergy_HSA=-6.74.